This data is from Catalyst prediction with 721,799 reactions and 888 catalyst types from USPTO. The task is: Predict which catalyst facilitates the given reaction. (1) Reactant: Cl.[CH:2]1([C:5]2[CH:10]=[C:9]([CH:11]=[O:12])[CH:8]=[C:7]([O:13]COC)[C:6]=2[C:17]2[CH:22]=[CH:21][C:20]([F:23])=[CH:19][CH:18]=2)[CH2:4][CH2:3]1. Product: [CH:2]1([C:5]2[CH:10]=[C:9]([CH:11]=[O:12])[CH:8]=[C:7]([OH:13])[C:6]=2[C:17]2[CH:18]=[CH:19][C:20]([F:23])=[CH:21][CH:22]=2)[CH2:3][CH2:4]1. The catalyst class is: 5. (2) Reactant: [N:1]1[CH:6]=[CH:5][CH:4]=[CH:3][C:2]=1[NH:7][C:8]([N:10]1[C@@H:16]2[CH2:17][N:13]([CH2:14][CH2:15]2)[C:12]2[CH:18]=[CH:19][C:20]([C:22](O)=[O:23])=[N:21][C:11]1=2)=[O:9].CN(C(ON1N=NC2[CH:36]=[CH:37][CH:38]=[N:39]C1=2)=[N+](C)C)C.F[P-](F)(F)(F)(F)F.CCN(C(C)C)C(C)C.C1(N)CC1. Product: [CH:38]1([NH:39][C:22]([C:20]2[CH:19]=[CH:18][C:12]3[N:13]4[CH2:17][C@H:16]([CH2:15][CH2:14]4)[N:10]([C:8]([NH:7][C:2]4[CH:3]=[CH:4][CH:5]=[CH:6][N:1]=4)=[O:9])[C:11]=3[N:21]=2)=[O:23])[CH2:36][CH2:37]1. The catalyst class is: 9. (3) Reactant: Br[C:2]1[CH:22]=[CH:21][C:5]([C:6]([N:8]2[CH2:13][CH2:12][N:11]([C:14]([O:16][C:17]([CH3:20])([CH3:19])[CH3:18])=[O:15])[CH2:10][CH2:9]2)=[O:7])=[CH:4][CH:3]=1.[Cl:23][C:24]1[CH:29]=[CH:28][C:27](B(O)O)=[C:26]([F:33])[CH:25]=1.C(=O)([O-])[O-].[Na+].[Na+]. Product: [Cl:23][C:24]1[CH:29]=[CH:28][C:27]([C:21]2[C:5]([C:6]([N:8]3[CH2:13][CH2:12][N:11]([C:14]([O:16][C:17]([CH3:20])([CH3:19])[CH3:18])=[O:15])[CH2:10][CH2:9]3)=[O:7])=[CH:4][CH:3]=[CH:2][CH:22]=2)=[C:26]([F:33])[CH:25]=1. The catalyst class is: 70. (4) Reactant: [N:1]1[CH:6]=[CH:5][C:4]([CH:7]=[O:8])=[CH:3][CH:2]=1.[NH2:9][C:10]1[CH:15]=[CH:14][CH:13]=[CH:12][C:11]=1O. Product: [N:1]1[CH:6]=[CH:5][C:4]([C:7]2[O:8][C:11]3[CH:12]=[CH:13][CH:14]=[CH:15][C:10]=3[N:9]=2)=[CH:3][CH:2]=1. The catalyst class is: 15. (5) Reactant: [CH3:1][S:2](Cl)(=[O:4])=[O:3].[OH:6][CH2:7][CH2:8][O:9][C:10]1[CH:17]=[CH:16][C:13]([CH:14]=[O:15])=[CH:12][CH:11]=1.C(N(CC)CC)C. Product: [CH3:1][S:2]([O:6][CH2:7][CH2:8][O:9][C:10]1[CH:17]=[CH:16][C:13]([CH:14]=[O:15])=[CH:12][CH:11]=1)(=[O:4])=[O:3]. The catalyst class is: 2. (6) Reactant: [F:1][C:2]1[CH:21]=[C:20]([O:22][CH3:23])[CH:19]=[CH:18][C:3]=1[CH2:4][C:5]1[C:6]([OH:17])=[N:7][N:8](C(C)C)[C:9]=1[C:10]([F:13])([F:12])[F:11].C([O-])([O-])=O.[K+].[K+].C(Cl)Cl.[C:33]([O:36][C@@H:37]1[C@@H:43]([O:44][C:45](=[O:47])[CH3:46])[C@H:42]([O:48][C:49](=[O:51])[CH3:50])[C@@H:41]([CH2:52][O:53][C:54](=[O:56])[CH3:55])[O:40][C@@:38]1(Br)[OH:39])(=[O:35])[CH3:34]. Product: [F:1][C:2]1[CH:21]=[C:20]([O:22][CH3:23])[CH:19]=[CH:18][C:3]=1[CH2:4][C:5]1[C:6]([O:17][C@:38]2([O:40][C@H:41]([CH2:52][O:53][C:54](=[O:56])[CH3:55])[C@@H:42]([O:48][C:49](=[O:51])[CH3:50])[C@H:43]([O:44][C:45](=[O:47])[CH3:46])[C@H:37]2[O:36][C:33](=[O:35])[CH3:34])[OH:39])=[N:7][NH:8][C:9]=1[C:10]([F:13])([F:11])[F:12]. The catalyst class is: 6. (7) Reactant: C[O:2][C:3](=O)[C:4]1[CH:9]=[CH:8][C:7]([CH2:10][S:11][C:12]2[CH:17]=[CH:16][C:15]([C:18]3[CH:23]=[CH:22][CH:21]=[CH:20][CH:19]=3)=[C:14]([C:24]([F:27])([F:26])[F:25])[CH:13]=2)=[CH:6][CH:5]=1.CC(C[AlH]CC(C)C)C. Product: [F:26][C:24]([F:25])([F:27])[C:14]1[CH:13]=[C:12]([S:11][CH2:10][C:7]2[CH:6]=[CH:5][C:4]([CH2:3][OH:2])=[CH:9][CH:8]=2)[CH:17]=[CH:16][C:15]=1[C:18]1[CH:19]=[CH:20][CH:21]=[CH:22][CH:23]=1. The catalyst class is: 11. (8) Reactant: Cl[C:2]1[N:7]=[C:6]([NH:8][C:9]2[CH:10]=[C:11]3[C:15](=[CH:16][CH:17]=2)[NH:14][N:13]=[CH:12]3)[CH:5]=[CH:4][N:3]=1.Cl.[CH3:19][O:20][C:21]1[CH:22]=[C:23]2[C:27](=[CH:28][CH:29]=1)[CH2:26][NH:25][CH2:24]2.C([O-])([O-])=O.[K+].[K+]. Product: [CH3:19][O:20][C:21]1[CH:22]=[C:23]2[C:27](=[CH:28][CH:29]=1)[CH2:26][N:25]([C:2]1[N:7]=[C:6]([NH:8][C:9]3[CH:10]=[C:11]4[C:15](=[CH:16][CH:17]=3)[NH:14][N:13]=[CH:12]4)[CH:5]=[CH:4][N:3]=1)[CH2:24]2. The catalyst class is: 18. (9) Reactant: [C:1]([C:3]1[CH:22]=[CH:21][C:6]2[N:7]([C:12]3[CH:17]=[CH:16][C:15]([CH2:18][CH2:19][OH:20])=[CH:14][CH:13]=3)[C:8]([CH2:10][CH3:11])=[N:9][C:5]=2[CH:4]=1)#[N:2].CS(C)=[O:25].OO.[OH-].[Na+]. Product: [CH2:10]([C:8]1[N:7]([C:12]2[CH:17]=[CH:16][C:15]([CH2:18][CH2:19][OH:20])=[CH:14][CH:13]=2)[C:6]2[CH:21]=[CH:22][C:3]([C:1]([NH2:2])=[O:25])=[CH:4][C:5]=2[N:9]=1)[CH3:11]. The catalyst class is: 72.